Dataset: Forward reaction prediction with 1.9M reactions from USPTO patents (1976-2016). Task: Predict the product of the given reaction. (1) Given the reactants Br[C:2]1[CH:3]=[C:4]([C:8]2[C:13]3[S:14][C:15]4[CH:20]=[CH:19][C:18]([C:21]5[CH:22]=[C:23]([C:27]6[CH:32]=[CH:31][CH:30]=[CH:29][CH:28]=6)[CH:24]=[CH:25][CH:26]=5)=[CH:17][C:16]=4[C:12]=3[CH:11]=[C:10]([C:33]3[CH:34]=[C:35]([C:39]4[CH:44]=[CH:43][CH:42]=[CH:41][CH:40]=4)[CH:36]=[CH:37][CH:38]=3)[CH:9]=2)[CH:5]=[CH:6][CH:7]=1.C([Li])CCC.[B:50]([O:55]C)(OC)[O:51]C.Cl, predict the reaction product. The product is: [C:35]1([C:39]2[CH:40]=[CH:41][CH:42]=[CH:43][CH:44]=2)[CH:36]=[CH:37][CH:38]=[C:33]([C:10]2[CH:9]=[C:8]([C:4]3[CH:5]=[C:6]([B:50]([OH:55])[OH:51])[CH:7]=[CH:2][CH:3]=3)[C:13]3[S:14][C:15]4[CH:20]=[CH:19][C:18]([C:21]5[CH:22]=[C:23]([C:27]6[CH:32]=[CH:31][CH:30]=[CH:29][CH:28]=6)[CH:24]=[CH:25][CH:26]=5)=[CH:17][C:16]=4[C:12]=3[CH:11]=2)[CH:34]=1. (2) Given the reactants [CH2:1]([N:3]([CH2:37][CH3:38])[CH2:4][CH2:5][N:6]1[C:10]2[CH:11]=[CH:12][C:13]([NH:15][C:16]([NH:18]C(=O)C3C=CC=CC=3)=[S:17])=[CH:14][C:9]=2[N:8]=[C:7]1[CH2:27][C:28]1[CH:33]=[CH:32][C:31]([O:34][CH2:35][CH3:36])=[CH:30][CH:29]=1)[CH3:2].[OH-].[Na+], predict the reaction product. The product is: [CH2:37]([N:3]([CH2:1][CH3:2])[CH2:4][CH2:5][N:6]1[C:10]2[CH:11]=[CH:12][C:13]([NH:15][C:16]([NH2:18])=[S:17])=[CH:14][C:9]=2[N:8]=[C:7]1[CH2:27][C:28]1[CH:33]=[CH:32][C:31]([O:34][CH2:35][CH3:36])=[CH:30][CH:29]=1)[CH3:38].